This data is from Forward reaction prediction with 1.9M reactions from USPTO patents (1976-2016). The task is: Predict the product of the given reaction. (1) Given the reactants [C@H:1]1([NH2:8])[CH2:6][CH2:5][C@H:4]([NH2:7])[CH2:3][CH2:2]1.C(Cl)(=O)[C:10]1[CH:18]=[CH:17][C:13]([C:14](Cl)=[O:15])=[CH:12][CH:11]=1.[CH:21]1([C:27](Cl)=[O:28])[CH2:26][CH2:25][CH2:24][CH2:23][CH2:22]1, predict the reaction product. The product is: [CH:1]1([NH:8][C:14]([CH:13]2[CH2:12][CH2:11][CH2:10][CH2:18][CH2:17]2)=[O:15])[CH2:6][CH2:5][CH:4]([NH:7][C:27]([CH:21]2[CH2:26][CH2:25][CH2:24][CH2:23][CH2:22]2)=[O:28])[CH2:3][CH2:2]1. (2) Given the reactants [CH2:1]([NH:8][C@H:9]([C:11]1[CH:16]=[CH:15][CH:14]=[CH:13][CH:12]=1)[CH3:10])[C:2]1[CH:7]=[CH:6][CH:5]=[CH:4][CH:3]=1.[Li]CCCC.[CH3:22][C:23]1[N:28]=[CH:27][C:26](/[CH:29]=[CH:30]/[C:31]([O:33][C:34]([CH3:37])([CH3:36])[CH3:35])=[O:32])=[CH:25][CH:24]=1.[NH4+].[Cl-], predict the reaction product. The product is: [CH2:1]([N:8]([C@H:9]([C:11]1[CH:16]=[CH:15][CH:14]=[CH:13][CH:12]=1)[CH3:10])[C@@H:29]([C:26]1[CH:27]=[N:28][C:23]([CH3:22])=[CH:24][CH:25]=1)[CH2:30][C:31]([O:33][C:34]([CH3:37])([CH3:36])[CH3:35])=[O:32])[C:2]1[CH:7]=[CH:6][CH:5]=[CH:4][CH:3]=1. (3) The product is: [OH:7][CH2:6][C:5]1[CH:10]=[C:11]([CH3:13])[N:12]=[C:3]([C:1]#[N:2])[CH:4]=1. Given the reactants [C:1]([C:3]1[CH:4]=[C:5]([CH:10]=[C:11]([CH3:13])[N:12]=1)[C:6](OC)=[O:7])#[N:2].[BH4-].[Na+], predict the reaction product. (4) Given the reactants C(OC([NH:8][C:9]1[S:10][C:11]([C:45]2[CH:50]=[CH:49][CH:48]=[CH:47][N:46]=2)=[CH:12][C:13]=1[C:14]([N:16]1[CH2:21][CH2:20][CH:19]([N:22]2[CH2:34][C:26]3([C:30](=[O:31])[O:29][C:28]([CH3:33])([CH3:32])[CH2:27]3)[N:25]([C:35]([O:37][CH2:38][C:39]3[CH:44]=[CH:43][CH:42]=[CH:41][CH:40]=3)=[O:36])[CH2:24][CH2:23]2)[CH2:18][CH2:17]1)=[O:15])=O)(C)(C)C.C(=O)([O-])O.[Na+], predict the reaction product. The product is: [NH2:8][C:9]1[S:10][C:11]([C:45]2[CH:50]=[CH:49][CH:48]=[CH:47][N:46]=2)=[CH:12][C:13]=1[C:14]([N:16]1[CH2:17][CH2:18][CH:19]([N:22]2[CH2:34][C:26]3([C:30](=[O:31])[O:29][C:28]([CH3:33])([CH3:32])[CH2:27]3)[N:25]([C:35]([O:37][CH2:38][C:39]3[CH:40]=[CH:41][CH:42]=[CH:43][CH:44]=3)=[O:36])[CH2:24][CH2:23]2)[CH2:20][CH2:21]1)=[O:15]. (5) Given the reactants [F:1][C:2]1[N:7]=[C:6]([CH:8]2[O:12]C(=O)[N:10]([C:14]([O:16][C:17]([CH3:20])([CH3:19])[CH3:18])=[O:15])[CH:9]2[CH2:21][C:22]2[CH:27]=[CH:26][CH:25]=[C:24]([O:28][C:29]([F:34])([F:33])[CH:30]([F:32])[F:31])[CH:23]=2)[CH:5]=[CH:4][CH:3]=1.[OH-].[Na+].O, predict the reaction product. The product is: [F:1][C:2]1[N:7]=[C:6]([CH:8]([OH:12])[CH:9]([NH:10][C:14](=[O:15])[O:16][C:17]([CH3:18])([CH3:19])[CH3:20])[CH2:21][C:22]2[CH:27]=[CH:26][CH:25]=[C:24]([O:28][C:29]([F:33])([F:34])[CH:30]([F:31])[F:32])[CH:23]=2)[CH:5]=[CH:4][CH:3]=1. (6) Given the reactants CO[C:3](=[O:24])[C:4]1[CH:9]=[CH:8][C:7]([O:10][CH2:11][C:12]2[C:13]([C:18]3[CH:19]=[N:20][CH:21]=[CH:22][CH:23]=3)=[N:14][O:15][C:16]=2[CH3:17])=[N:6][CH:5]=1.COC(=O)C1C=CC(OCC2[C:37]([C:42]3[CH:47]=[CH:46]C=C(F)C=3)=[N:38]OC=2C)=NC=1, predict the reaction product. The product is: [CH:42]1([CH2:37][NH:38][C:3](=[O:24])[C:4]2[CH:9]=[CH:8][C:7]([O:10][CH2:11][C:12]3[C:13]([C:18]4[CH:19]=[N:20][CH:21]=[CH:22][CH:23]=4)=[N:14][O:15][C:16]=3[CH3:17])=[N:6][CH:5]=2)[CH2:47][CH2:46]1.